This data is from Reaction yield outcomes from USPTO patents with 853,638 reactions. The task is: Predict the reaction yield, written as a fraction of the theoretical maximum amount of product (1.0 means a 100% yield; for example, 0.34 means a 34% yield). The reactants are Br[C:2]1[C:7]([O:8][C:9]([F:12])([F:11])[F:10])=[CH:6][C:5]([NH:13][C:14](=[O:34])[C:15]2[CH:20]=[CH:19][C:18]([N:21]3[CH2:26][CH2:25][N:24]([C:27](=[O:32])[C:28]([CH3:31])([CH3:30])[CH3:29])[CH2:23][C@H:22]3[CH3:33])=[N:17][CH:16]=2)=[C:4]([Cl:35])[CH:3]=1.O1CCCC1.[B:41](OC)([O:44]C)[O:42]C.Cl. The catalyst is O.C(O)C. The product is [Cl:35][C:4]1[C:5]([NH:13][C:14](=[O:34])[C:15]2[CH:20]=[CH:19][C:18]([N:21]3[CH2:26][CH2:25][N:24]([C:27](=[O:32])[C:28]([CH3:30])([CH3:29])[CH3:31])[CH2:23][C@H:22]3[CH3:33])=[N:17][CH:16]=2)=[CH:6][C:7]([O:8][C:9]([F:11])([F:12])[F:10])=[C:2]([B:41]([OH:44])[OH:42])[CH:3]=1. The yield is 0.570.